This data is from Reaction yield outcomes from USPTO patents with 853,638 reactions. The task is: Predict the reaction yield, written as a fraction of the theoretical maximum amount of product (1.0 means a 100% yield; for example, 0.34 means a 34% yield). (1) The reactants are C[O:2][C:3](=[O:42])[CH:4]([NH:23][C:24]([C:26]1[CH:27]=[N:28][N:29]([C:35]2[CH:40]=[CH:39][C:38]([F:41])=[CH:37][CH:36]=2)[C:30]=1[C:31]([F:34])([F:33])[F:32])=[O:25])[CH2:5][C:6]1[CH:11]=[CH:10][C:9]([C:12]2[CH:17]=[CH:16][C:15]([O:18][C:19]([F:22])([F:21])[F:20])=[CH:14][CH:13]=2)=[CH:8][CH:7]=1.[Li+].[OH-].FC1C=CC(N2C(C(F)(F)F)=C(C(NC(CC3C=CC(C4C=CC(C(F)(F)F)=CC=4)=CC=3)C(O)=O)=O)C=N2)=CC=1. The catalyst is C1COCC1. The product is [F:41][C:38]1[CH:39]=[CH:40][C:35]([N:29]2[C:30]([C:31]([F:34])([F:33])[F:32])=[C:26]([C:24]([NH:23][CH:4]([CH2:5][C:6]3[CH:11]=[CH:10][C:9]([C:12]4[CH:17]=[CH:16][C:15]([O:18][C:19]([F:22])([F:20])[F:21])=[CH:14][CH:13]=4)=[CH:8][CH:7]=3)[C:3]([OH:42])=[O:2])=[O:25])[CH:27]=[N:28]2)=[CH:36][CH:37]=1. The yield is 0.920. (2) The yield is 1.00. The product is [C:9]([C:8]1[CH:7]=[C:6]([C:3](=[O:5])[CH2:4][C:14]([O:15][CH2:16][CH3:17])=[O:18])[CH:13]=[CH:12][CH:11]=1)#[N:10]. The reactants are [H-].[Na+].[C:3]([C:6]1[CH:7]=[C:8]([CH:11]=[CH:12][CH:13]=1)[C:9]#[N:10])(=[O:5])[CH3:4].[C:14](=O)([O:18]CC)[O:15][CH2:16][CH3:17].[Cl-].[NH4+]. The catalyst is O1CCCC1. (3) The reactants are [CH3:1][C:2]1[CH:3]=[C:4]([OH:15])[CH:5]=[C:6]([CH3:14])[C:7]=1[CH2:8][N:9]1[CH2:13][CH2:12][CH2:11][CH2:10]1.CC(C)([O-])C.[K+].CS(O[C@H:27]1[CH2:30][C@@H:29]([CH2:31][N:32]2[CH2:37][CH2:36][O:35][CH2:34][CH2:33]2)[CH2:28]1)(=O)=O. The catalyst is CS(C)=O.[Br-].C([N+](CCCC)(CCCC)CCCC)CCC.CCOCC. The product is [CH3:14][C:6]1[CH:5]=[C:4]([CH:3]=[C:2]([CH3:1])[C:7]=1[CH2:8][N:9]1[CH2:13][CH2:12][CH2:11][CH2:10]1)[O:15][C@H:27]1[CH2:28][C@H:29]([CH2:31][N:32]2[CH2:33][CH2:34][O:35][CH2:36][CH2:37]2)[CH2:30]1. The yield is 0.660. (4) The reactants are [N+:1]([C:4]1[CH:5]=[C:6]([CH:9]=[CH:10][C:11]=1[CH3:12])[CH2:7]Br)([O-:3])=[O:2].[H-].[Na+].[F:15][C:16]([F:25])([F:24])[CH2:17][CH2:18][CH:19]([C:22]#[N:23])[C:20]#[N:21]. The catalyst is CN(C)C=O. The product is [N+:1]([C:4]1[CH:5]=[C:6]([CH:9]=[CH:10][C:11]=1[CH3:12])[CH2:7][C:19]([CH2:18][CH2:17][C:16]([F:15])([F:24])[F:25])([C:20]#[N:21])[C:22]#[N:23])([O-:3])=[O:2]. The yield is 0.310. (5) The reactants are [O-]CC.[Na+].[C:5]([O:14][CH2:15][CH3:16])(=[O:13])[CH2:6][CH2:7][C:8]([O:10]CC)=[O:9].[CH2:17]([N:24]1[C:28]([CH:29]=O)=[CH:27][N:26]=[C:25]1[CH2:31][CH3:32])[C:18]1[CH:23]=[CH:22][CH:21]=[CH:20][CH:19]=1.C(O)C. The catalyst is CO. The product is [CH2:17]([N:24]1[C:28](/[CH:29]=[C:6](/[C:5]([O:14][CH2:15][CH3:16])=[O:13])\[CH2:7][C:8]([OH:10])=[O:9])=[CH:27][N:26]=[C:25]1[CH2:31][CH3:32])[C:18]1[CH:19]=[CH:20][CH:21]=[CH:22][CH:23]=1. The yield is 0.350. (6) The reactants are [F:1][C:2]1[CH:7]=[CH:6][N:5]=[C:4]2[N:8]([Si](C(C)C)(C(C)C)C(C)C)[CH:9]=[CH:10][C:3]=12.[Li]C(CC)C.[F:26]N(S(C1C=CC=CC=1)(=O)=O)S(C1C=CC=CC=1)(=O)=O.[Cl-].[NH4+].CCCC[N+](CCCC)(CCCC)CCCC.[F-]. The product is [F:1][C:2]1[C:7]([F:26])=[CH:6][N:5]=[C:4]2[NH:8][CH:9]=[CH:10][C:3]=12. The catalyst is C1COCC1.C(OCC)(=O)C.O. The yield is 0.600. (7) The reactants are [H-].[Al+3].[Li+].[H-].[H-].[H-].[CH2:7]([O:14][CH2:15][CH2:16][CH:17]1[CH2:22][CH2:21][N:20]([C:23]2[CH:24]=[N:25][CH:26]=[C:27]([O:29][CH2:30][C@@H:31]3[CH2:34][CH2:33][N:32]3[C:35](OC(C)(C)C)=O)[CH:28]=2)[CH2:19][CH2:18]1)[C:8]1[CH:13]=[CH:12][CH:11]=[CH:10][CH:9]=1.[O-]S([O-])(=O)=O.[Na+].[Na+].CCOCC. The catalyst is C1COCC1.O. The product is [CH2:7]([O:14][CH2:15][CH2:16][CH:17]1[CH2:18][CH2:19][N:20]([C:23]2[CH:24]=[N:25][CH:26]=[C:27]([O:29][CH2:30][C@@H:31]3[CH2:34][CH2:33][N:32]3[CH3:35])[CH:28]=2)[CH2:21][CH2:22]1)[C:8]1[CH:9]=[CH:10][CH:11]=[CH:12][CH:13]=1. The yield is 1.00. (8) The reactants are [Cl:1][C:2]1[CH:8]=[C:7]([O:9][CH3:10])[C:6]([CH3:11])=[CH:5][C:3]=1[NH2:4].[C:12](Cl)(Cl)=[O:13]. The catalyst is CCOC(C)=O. The product is [Cl:1][C:2]1[CH:8]=[C:7]([O:9][CH3:10])[C:6]([CH3:11])=[CH:5][C:3]=1[N:4]=[C:12]=[O:13]. The yield is 0.980. (9) The reactants are [Cl:1][C:2]1[CH:18]=[CH:17][C:5]2[CH2:6][CH2:7][N:8]([C:11](=[O:16])[C:12]([F:15])([F:14])[F:13])[CH2:9][CH2:10][C:4]=2[C:3]=1OS(C(F)(F)F)(=O)=O.[NH2:27][CH2:28][C:29]1[CH:34]=[CH:33][C:32]([O:35][CH:36]2[CH2:41][CH2:40][CH2:39][CH2:38][CH2:37]2)=[CH:31][N:30]=1. No catalyst specified. The product is [Cl:1][C:2]1[CH:18]=[CH:17][C:5]2[CH2:6][CH2:7][N:8]([C:11](=[O:16])[C:12]([F:15])([F:14])[F:13])[CH2:9][CH2:10][C:4]=2[C:3]=1[NH:27][CH2:28][C:29]1[CH:34]=[CH:33][C:32]([O:35][CH:36]2[CH2:37][CH2:38][CH2:39][CH2:40][CH2:41]2)=[CH:31][N:30]=1. The yield is 0.650.